Dataset: Experimentally validated miRNA-target interactions with 360,000+ pairs, plus equal number of negative samples. Task: Binary Classification. Given a miRNA mature sequence and a target amino acid sequence, predict their likelihood of interaction. (1) Result: 1 (interaction). The protein sequence of the target gene is MGERTLHAAVPTPGYPESESIMMAPICLVENQEEQLTVNSKALEILDKISQPVVVVAIVGLYRTGKSYLMNRLAGKRNGFPLGSTVQSETKGIWMWCVPHLSKPNHTLVLLDTEGLGDVEKSNPKNDSWIFALAVLLSSSFVYNSVSTINHQALEQLHYVTELAELIRAKSCPRPDEAEDSSEFASFFPDFIWTVRDFTLELKLDGNPITEDEYLENALKLIPGKNPKIQNSNMPRECIRHFFRKRKCFVFDRPTNDKQYLNHMDEVPEENLERHFLMQSDNFCSYIFTHAKTKTLREGI.... The miRNA is hsa-miR-543 with sequence AAACAUUCGCGGUGCACUUCUU. (2) The miRNA is hsa-miR-3202 with sequence UGGAAGGGAGAAGAGCUUUAAU. The protein sequence of the target gene is MKRQNVRTLALIVCTFTYLLVGAAVFDALESEPEMIERQRLELRQLELRARYNLSEGGYEELERVVLRLKPHKAGVQWRFAGSFYFAITVITTIGYGHAAPSTDGGKVFCMFYALLGIPLTLVMFQSLGERINTFVRYLLHRAKRGLGMRHAEVSMANMVLIGFVSCISTLCIGAAAFSYYERWTFFQAYYYCFITLTTIGFGDYVALQKDQALQTQPQYVAFSFVYILTGLTVIGAFLNLVVLRFMTMNAEDEKRDAEHRALLTHNGQAGGLGGLSCLSGSLGDGVRPRDPVTCAAAAG.... Result: 0 (no interaction).